This data is from NCI-60 drug combinations with 297,098 pairs across 59 cell lines. The task is: Regression. Given two drug SMILES strings and cell line genomic features, predict the synergy score measuring deviation from expected non-interaction effect. (1) Drug 1: CC1=CC=C(C=C1)C2=CC(=NN2C3=CC=C(C=C3)S(=O)(=O)N)C(F)(F)F. Drug 2: C1CN1C2=NC(=NC(=N2)N3CC3)N4CC4. Cell line: CAKI-1. Synergy scores: CSS=49.3, Synergy_ZIP=-0.627, Synergy_Bliss=-0.254, Synergy_Loewe=-19.9, Synergy_HSA=-2.67. (2) Drug 1: CC1OCC2C(O1)C(C(C(O2)OC3C4COC(=O)C4C(C5=CC6=C(C=C35)OCO6)C7=CC(=C(C(=C7)OC)O)OC)O)O. Drug 2: C1=NC2=C(N=C(N=C2N1C3C(C(C(O3)CO)O)F)Cl)N. Cell line: RXF 393. Synergy scores: CSS=18.8, Synergy_ZIP=-7.30, Synergy_Bliss=-1.23, Synergy_Loewe=0.228, Synergy_HSA=0.998. (3) Drug 1: CN(C)C(=N)N=C(N)N. Drug 2: C1CC(CCC1OC2=C(C(=CC=C2)Cl)F)(CC3=NC(=CC=C3)NC4=NC=CS4)C(=O)O. Cell line: HT29. Synergy scores: CSS=13.2, Synergy_ZIP=-2.05, Synergy_Bliss=4.63, Synergy_Loewe=-5.14, Synergy_HSA=3.03.